This data is from Catalyst prediction with 721,799 reactions and 888 catalyst types from USPTO. The task is: Predict which catalyst facilitates the given reaction. Reactant: C([O:8][C:9]1[CH:18]=[C:17]2[C:12]([C:13]([O:19][C:20]3[CH:25]=[CH:24][C:23]([NH:26][C:27]([NH:29][CH2:30][CH2:31][CH3:32])=[O:28])=[C:22]([Cl:33])[CH:21]=3)=[N:14][CH:15]=[N:16]2)=[CH:11][C:10]=1[O:34][CH3:35])C1C=CC=CC=1.CS(O)(=O)=O. Product: [Cl:33][C:22]1[CH:21]=[C:20]([O:19][C:13]2[C:12]3[C:17](=[CH:18][C:9]([OH:8])=[C:10]([O:34][CH3:35])[CH:11]=3)[N:16]=[CH:15][N:14]=2)[CH:25]=[CH:24][C:23]=1[NH:26][C:27]([NH:29][CH2:30][CH2:31][CH3:32])=[O:28]. The catalyst class is: 55.